From a dataset of Forward reaction prediction with 1.9M reactions from USPTO patents (1976-2016). Predict the product of the given reaction. (1) Given the reactants CC1C=CC=C(C)C=1OCC1C(COC2C=C3C(=CC=2)N(CC2C=C(C=CC=2)C(O)=O)C=C3)=C(C(C)C)ON=1.[CH3:40][CH:41]([C:43]1[O:47][N:46]=[C:45]([CH2:48][O:49][C:50]2[C:55]([F:56])=[CH:54][C:53]([F:57])=[CH:52][C:51]=2[F:58])[C:44]=1[CH2:59][O:60][C:61]1[CH:62]=[C:63]2[C:67](=[CH:68][CH:69]=1)[N:66]([CH2:70][C:71]1[CH:72]=[C:73]([CH:78]=[CH:79][CH:80]=1)[C:74]([O:76]C)=[O:75])[CH:65]=[CH:64]2)[CH3:42], predict the reaction product. The product is: [CH3:42][CH:41]([C:43]1[O:47][N:46]=[C:45]([CH2:48][O:49][C:50]2[C:51]([F:58])=[CH:52][C:53]([F:57])=[CH:54][C:55]=2[F:56])[C:44]=1[CH2:59][O:60][C:61]1[CH:62]=[C:63]2[C:67](=[CH:68][CH:69]=1)[N:66]([CH2:70][C:71]1[CH:72]=[C:73]([CH:78]=[CH:79][CH:80]=1)[C:74]([OH:76])=[O:75])[CH:65]=[CH:64]2)[CH3:40]. (2) Given the reactants C(=O)([O-])[O-].[Cs+].[Cs+].[CH3:7][C:8]1[C:16]2[C:11](=[N:12][CH:13]=[N:14][C:15]=2[NH2:17])[NH:10][N:9]=1.[Cl:18][C:19]1[C:20]([C:41]#[N:42])=[C:21]([C:30]2[CH:31]=[CH:32][C:33]([C:36]([N:38]([CH3:40])[CH3:39])=[O:37])=[N:34][CH:35]=2)[C:22]([O:28][CH3:29])=[C:23]([CH:25](Cl)[CH3:26])[CH:24]=1, predict the reaction product. The product is: [NH2:17][C:15]1[N:14]=[CH:13][N:12]=[C:11]2[N:10]([CH:25]([C:23]3[C:22]([O:28][CH3:29])=[C:21]([C:30]4[CH:31]=[CH:32][C:33]([C:36]([N:38]([CH3:39])[CH3:40])=[O:37])=[N:34][CH:35]=4)[C:20]([C:41]#[N:42])=[C:19]([Cl:18])[CH:24]=3)[CH3:26])[N:9]=[C:8]([CH3:7])[C:16]=12. (3) Given the reactants [Br:1][C:2]1[CH:3]=[C:4]([CH:13]([CH3:15])[CH3:14])[CH:5]=[C:6]2[C:10]=1[C:9](=O)[CH:8]([CH3:12])[CH2:7]2.[BH4-].[Na+].O.Cl, predict the reaction product. The product is: [Br:1][C:2]1[CH:3]=[C:4]([CH:13]([CH3:14])[CH3:15])[CH:5]=[C:6]2[C:10]=1[CH:9]=[C:8]([CH3:12])[CH2:7]2. (4) Given the reactants [NH2:1][C:2]1[CH:12]=[CH:11][C:5]2[CH2:6][CH2:7][NH:8][CH2:9][CH2:10][C:4]=2[CH:3]=1.[C:13]1([CH3:25])[CH:18]=[CH:17][C:16]([S:19]([N:22]=[C:23]=[O:24])(=[O:21])=[O:20])=[CH:15][CH:14]=1, predict the reaction product. The product is: [CH3:25][C:13]1[CH:14]=[CH:15][C:16]([S:19]([NH:22][C:23]([N:8]2[CH2:7][CH2:6][C:5]3[CH:11]=[CH:12][C:2]([NH:1][C:23]([NH:22][S:19]([C:16]4[CH:17]=[CH:18][C:13]([CH3:25])=[CH:14][CH:15]=4)(=[O:21])=[O:20])=[O:24])=[CH:3][C:4]=3[CH2:10][CH2:9]2)=[O:24])(=[O:20])=[O:21])=[CH:17][CH:18]=1. (5) Given the reactants [BH4-].[Na+].[CH:3]([C:5]1[CH:6]=[C:7]([NH:14][C:15](=[O:21])[O:16][C:17]([CH3:20])([CH3:19])[CH3:18])[C:8]2[O:12][CH2:11][O:10][C:9]=2[CH:13]=1)=[O:4], predict the reaction product. The product is: [OH:4][CH2:3][C:5]1[CH:6]=[C:7]([NH:14][C:15](=[O:21])[O:16][C:17]([CH3:19])([CH3:18])[CH3:20])[C:8]2[O:12][CH2:11][O:10][C:9]=2[CH:13]=1.